This data is from Human Reference Interactome with 51,813 positive PPI pairs across 8,248 proteins, plus equal number of experimentally-validated negative pairs. The task is: Binary Classification. Given two protein amino acid sequences, predict whether they physically interact or not. (1) Protein 1 (ENSG00000165115) has sequence MEEIPVKVAVRIRPLLCKEALHNHQVCVRVIPNSQQVIIGRDRVFTFDFVFGKNSTQDEVYNTCIKPLVLSLIEGYNATVFAYGQTGSGKTYTIGGGHIASVVEGQKGIIPRAIQEIFQSISEHPSIDFNVKVSYIEVYKEDLRDLLELETSMKDLHIREDEKGNTVIVGAKECHVESAGEVMSLLEMGNAARHTGTTQMNEHSSRSHAIFTISICQVHKNMEAAEDGSWYSPRHIVSKFHFVDLAGSERVTKTGNTGERFKESIQINSGLLALGNVISALGDPRRKSSHIPYRDAKITR.... Protein 2 (ENSG00000197172) has sequence MPLEQRSQHCKPEEGLEARGEALGLVGAQAPATEEQEAASSSSTLVEVTLGEVPAAESPDPPQSPQGASSLPTTMNYPLWSQSYEDSSNQEEEGPSTFPDLESEFQAALSRKVAKLVHFLLLKYRAREPVTKAEMLGSVVGNWQYFFPVIFSKASDSLQLVFGIELMEVDPIGHVYIFATCLGLSYDGLLGDNQIMPKTGFLIIILAIIAKEGDCAPEEKIWEELSVLEVFEGREDSIFGDPKKLLTQYFVQENYLEYRQVPGSDPACYEFLWGPRALIETSYVKVLHHMVKISGGPRIS.... Result: 1 (the proteins interact). (2) Protein 1 (ENSG00000116761) has sequence MQEKDASSQGFLPHFQHFATQAIHVGQDPEQWTSRAVVPPISLSTTFKQGAPGQHSGFEYSRSGNPTRNCLEKAVAALDGAKYCLAFASGLAATVTITHLLKAGDQIICMDDVYGGTNRYFRQVASEFGLKISFVDCSKIKLLEAAITPETKRPLALGADISMYSATKYMNGHSDVVMGLVSVNCESLHNRLRFLQNSLGAVPSPIDCYLCNRGLKTLHVRMEKHFKNGMAVAQFLESNPWVEKVIYPGLPSHPQHELVKRQCTGCTGMVTFYIKGTLQHAEIFLKNLKLFTLAESLGGF.... Protein 2 (ENSG00000164896) has sequence MRRPRGEPGPRAPRPTEGATCAGPGESWSPSPNSMLRVLLSAQTSPARLSGLLLIPPVQPCCLGPSKWGDRPVGGGPSAGPVQGLQRLLEQAKSPGELLRWLGQNPSKVRAHHYSVALRRLGQLLGSRPRPPPVEQVTLQDLSQLIIRNCPSFDIHTIHVCLHLAVLLGFPSDGPLVCALEQERRLRLPPKPPPPLQPLLRGGQGLEAALSCPRFLRYPRQHLISSLAEARPEELTPHVMVLLAQHLARHRLREPQLLEAIAHFLVVQETQLSSKVVQKLVLPFGRLNYLPLEQQFMPCL.... Result: 0 (the proteins do not interact). (3) Protein 1 (ENSG00000145901) has sequence MEGRGPYRIYDPGGSVPSGEASAAFERLVKENSRLKEKMQGIKMLGELLEESQMEATRLRQKAEELVKDNELLPPPSPSLGSFDPLAELTGKDSNVTASPTAPACPSDKPAPVQKPPSSGTSSEFEVVTPEEQNSPESSSHANAMALGPLPREDGNLMLHLQRLETTLSVCAEEPDHGQLFTHLGRMALEFNRLASKVHKNEQRTSILQTLCEQLRKENEALKAKLDKGLEQRDQAAERLREENLELKKLLMSNGNKEGASGRPGSPKMEGTGKKAVAGQQQASVTAGKVPEVVALGAAE.... Protein 2 (ENSG00000244025) has sequence MSYYGSYYGGLGYGCGGFGGLGYGYGCGCGSFRRLGSGCGYGGYGYGSGFGGYGYGSGFGGYGYGCYRPSYYGGYGFSGFY*. Result: 1 (the proteins interact). (4) Protein 1 (ENSG00000100276) has sequence MGGSLRVAVLGAPGVGKTAIIRQFLFGDYPERHRPTDGPRLYRPAVLLDGAVYDLSIRDGDVAGPGSSPGGPEEWPDAKDWSLQDTDAFVLVYDICSPDSFDYVKALRQRIAETRPAGAPEAPILVVGNKRDRQRLRFGPRRALAALVRRGWRCGYLECSAKYNWHVLRLFRELLRCALVRARPAHPALRLQGALHPARCSLM*MGGSLRVAVLGAPGVGKTAIIRQFLFGDYPERHRPTDGPRLYRPAVLLDGAVYDLSIRDGDVAGPGSSPGGPEEWPDAKDWSLQDTDAFVLVYDIC.... Protein 2 (ENSG00000182450) has sequence MRSTTLLALLALVLLYLVSGALVFRALEQPHEQQAQRELGEVREKFLRAHPCVSDQELGLLIKEVADALGGGADPETNSTSNSSHSAWDLGSAFFFSGTIITTIGYGNVALRTDAGRLFCIFYALVGIPLFGILLAGVGDRLGSSLRHGIGHIEAIFLKWHVPPELVRVLSAMLFLLIGCLLFVLTPTFVFCYMEDWSKLEAIYFVIVTLTTVGFGDYVAGADPRQDSPAYQPLVWFWILLGLAYFASVLTTIGNWLRVVSRRTRAEMGGLTAQAASWTGTVTARVTQRAGPAAPPPEKE.... Result: 0 (the proteins do not interact). (5) Protein 1 (ENSG00000124243) has sequence MQRTGGGAPRPGRNHGLPGSLRQPDPVALLMLLVDADQPEPMRSGARELALFLTPEPGAEAKEVEETIEGMLLRLEEFCSLADLIRSDTSQILEENIPVLKAKLTEMRGIYAKVDRLEAFVKMVGHHVAFLEADVLQAERDHGAFPQALRRWLGSAGLPSFRNVECSGTIPARCNLRLPGSSDSPASASQVAGITEVTCTGARDVRAAHTV*MQRTGGGAPRPGRNHGLPGSLRQPDPVALLMLLVDADQPEPMRSGARELALFLTPEPGAEAKEVEETIEGMLLRLEEFCSLADLIRSD.... Protein 2 (ENSG00000162961) has sequence MEPEQMLEGQTQVAENPHSEYGLTDNVERIVENEKINAEKSSKQKVDLQSLPTRAYLDQTVVPILLQGLAVLAKERPPNPIEFLASYLLKNKAQFEDRN*. Result: 1 (the proteins interact). (6) Protein 1 (ENSG00000163331) has sequence MANEVQDLLSPRKGGHPPAVKAGGMRISKKQEIGTLERHTKKTGFEKTSAIANVAKIQTLDALNDALEKLNYKFPATVHMAHQKPTPALEKVVPLKRIYIIQQPRKC*XRISKKQEIGTLERHTKKTGFEKTSAIANVAKIQTLDALNDALEKEQVQLGVRNERQVQPFHHGCSWKETSGFDTSSEDPERLFLSMCLVTVLGNLLIILAVTPDSHLHIPMYFFLSNLSLPDIGFTSTTVPKMIVDIQSHSRVISYAGCLTQMSLFAIFGGMEERHAPECDGL*MANEVQDLLSPRKGGHP.... Protein 2 (ENSG00000143158) has sequence MSAAGARGLRATYHRLLDKVELMLPEKLRPLYNHPAGPRTVFFWAPIMKWGLVCAGLADMARPAEKLSTAQSAVLMATGFIWSRYSLVIIPKNWSLFAVNFFVGAAGASQLFRIWRYNQELKAKAHK*MSAAGARGLRATYHRLLDKVELMLPEKLRPLYNHPAGPRTVFFWAPIMKWGLVCAGLADMARPAEKLSTAQSAVLMATGFIWSRYSLVIIPKNWSLFAVNFFVGA. Result: 0 (the proteins do not interact). (7) Protein 1 (ENSG00000134072) has sequence MLGAVEGPRWKQAEDIRDIYDFRDVLGTGAFSEVILAEDKRTQKLVAIKCIAKEALEGKEGSMENEIAVLHKIKHPNIVALDDIYESGGHLYLIMQLVSGGELFDRIVEKGFYTERDASRLIFQVLDAVKYLHDLGIVHRDLKPENLLYYSLDEDSKIMISDFGLSKMEDPGSVLSTACGTPGYVAPEVLAQKPYSKAVDCWSIGVIAYILLCGYPPFYDENDAKLFEQILKAEYEFDSPYWDDISDSAKDFIRHLMEKDPEKRFTCEQALQHPWIAGDTALDKNIHQSVSEQIKKNFAK.... Protein 2 (ENSG00000154059) has sequence MAEGDAGSDQRQNEEIEAMAAIYGEEWCVIDDCAKIFCIRISDDIDDPKWTLCLQVMLPNEYPGTAPPIYQLNAPWLKGQERADLSNSLEEIYIQNIGESILYLWVEKIRDVLIQKSQMTEPGPDVKKKTEEEDVECEDDLILACQPESSLKALDFDISETRTEVEVEELPPIDHGIPITDRRSTFQAHLAPVVCPKQVKMVLSKLYENKKIASATHNIYAYRIYCEDKQTFLQDCEDDGETAAGGRLLHLMEILNVKNVMVVVSRWYGGILLGPDRFKHINNCARNILVEKNYTNSPEE.... Result: 0 (the proteins do not interact). (8) Protein 1 (ENSG00000124678) has sequence MAPKGILGSFPTAMNLSLEGKVKETVHNAFWDHLKEQLSATPPDFSCALELLKEIKEILLSLLLPRQNRLRIEIEEALDMDLLKQEAEHGALKVLYLSKYVLNMMALLCAPVRDEAVQKLENITDPVWLLRGIFQVLGRMKMDMVNYTIQSLQPHLQEHSIQYERAKFQELLNKQPSLLNHTTKWLTQAAGDLTMSPPTCPDTSDSSSVAGPSPNEAANNPEPLSPTMVLCQGFLNLLLWDLENEEFPETLLMDRTRLQELKSQLHQLTVMASVLLVASSFSGSVLFGSPQFVDKLKRIT.... Protein 2 (ENSG00000189152) has sequence MESVALYSFQATESDELAFNKGDTLKILNMEDDQNWYKAELRGVEGFIPKNYIRVKPHPWYSGRISRQLAEEILMKRNHLGAFLIRESESSPGEFSVSVNNRAQRGPCLGPKSHSRLG*MEDDQNWYKAELRGVEGFIPKNYIRVKPHPWYSGRISRQLAEEILMKRNHLGAFLIRESESSPGEFSVSVXSESSPGEFSVSVKWAN*MESVALYSFQATESDELAFNKGDTLKILNMEDDQNWYKAELRGVEGFIPKNYIRVKPHPWYSGRISRQLAEEILMKRNHLGAFLIRESESSPG.... Result: 1 (the proteins interact). (9) Protein 1 (ENSG00000075391) has sequence MELSPSSGGAAEALSWPEMFPALESDSPLPPEDLDAVVPVSGAVAGGMLDRILLESVCQQQSWVRVYDVKGPPTHRLSCGQSPYTETTTWERKYCILTDSQLVLLNKEKEIPVEGGQEQQTDSTKGRCLRRTVSVPSEGQFPEYPPEGATKLEVPAERSPRRRSISGTSTSEKPNSMDTANTSPFKVPGFFSKRLKGSIKRTKSQSKLDRNTSFRLPSLRSTDDRSRGLPKLKESRSHESLLSPCSTVECLDLGRGEPVSVKPLHSSILGQDFCFEVTYLSGSKCFSCNSASERDKWMEN.... Protein 2 (ENSG00000075131) has sequence MLEPQENGVIDLPDYEHVEDETFPPFPPPASPERQDGEGTEPDEESGNGAPVRVPPKRTVKRNIPKLDAQRLISERGLPALRHVFDKAKFKGKGHEAEDLKMLIRHMEHWAHRLFPKLQFEDFIDRVEYLGSKKEVQTCLKRIRLDLPILHEDFVSNNDEVAENNEHDVTSTELDPFLTNLSESEMFASELSRSLTEEQQQRIERNKQLALERRQAKLLSNSQTLGNDMLMNTPRAHTVEEVNTDEDQKEESNGLNEDILDNPCNDAIANTLNEEETLLDQSFKNVQQQLDATSRNITEA.... Result: 0 (the proteins do not interact).